Predict the reaction yield, written as a fraction of the theoretical maximum amount of product (1.0 means a 100% yield; for example, 0.34 means a 34% yield). From a dataset of Reaction yield outcomes from USPTO patents with 853,638 reactions. (1) The reactants are [CH2:1]([C:3]1[NH:7][N:6]=[N:5][N:4]=1)[CH3:2].N([CH2:11][C@H:12]1[O:16][C:15](=[O:17])[N:14]([C:18]2[CH:23]=[C:22]([F:24])[C:21]([C:25]3[CH2:26][CH2:27][S:28](=[O:32])(=[O:31])[CH2:29][CH:30]=3)=[C:20]([F:33])[CH:19]=2)[CH2:13]1)=[N+]=[N-].CC(OC(/N=N/C(OC(C)C)=O)=O)C. The catalyst is ClCCl. The product is [O:32]=[S:28]1(=[O:31])[CH2:27][CH:26]=[C:25]([C:21]2[C:22]([F:24])=[CH:23][C:18]([N:14]3[CH2:13][C@H:12]([CH2:11][N:5]4[N:6]=[N:7][C:3]([CH2:1][CH3:2])=[N:4]4)[O:16][C:15]3=[O:17])=[CH:19][C:20]=2[F:33])[CH2:30][CH2:29]1. The yield is 0.710. (2) The reactants are [CH3:1][N:2]1[C:8]([CH3:10])([CH3:9])[C:6](=[O:7])[NH:5][C:3]1=[O:4].C(O[I:15](C1C=CC=CC=1)OC(=O)C)(=O)C.II. The catalyst is CC#N. The product is [I:15][N:5]1[C:6](=[O:7])[C:8]([CH3:10])([CH3:9])[N:2]([CH3:1])[C:3]1=[O:4]. The yield is 0.980.